Task: Predict the reaction yield, written as a fraction of the theoretical maximum amount of product (1.0 means a 100% yield; for example, 0.34 means a 34% yield).. Dataset: Reaction yield outcomes from USPTO patents with 853,638 reactions The reactants are [Br:1][C:2]1[CH:3]=[C:4](C2C3C=C(C(OC)=O)NC=3CC=2)[CH:5]=[CH:6][CH:7]=1.[Mg:20].[Br:21]C1C=CC=C(Br)C=1.C1(CC2C3C=C(C(O)=O)NC=3CC2)CCCCC1. The catalyst is C1COCC1. The product is [Br:1][C:2]1[CH:3]=[C:4]([Mg:20][Br:21])[CH:5]=[CH:6][CH:7]=1. The yield is 0.670.